From a dataset of Full USPTO retrosynthesis dataset with 1.9M reactions from patents (1976-2016). Predict the reactants needed to synthesize the given product. (1) Given the product [N:1]1[N:2]([C:10]2[CH:15]=[C:14]([CH3:16])[CH:13]=[C:12]([CH2:17][O:24][CH2:23][CH2:22][CH:21]([CH3:20])[CH2:25][C:26]([CH3:29])([CH3:28])[CH3:27])[C:11]=2[OH:19])[N:3]=[C:4]2[CH:9]=[CH:8][CH:7]=[CH:6][C:5]=12, predict the reactants needed to synthesize it. The reactants are: [N:1]1[N:2]([C:10]2[CH:15]=[C:14]([CH3:16])[CH:13]=[C:12]([CH2:17]Cl)[C:11]=2[OH:19])[N:3]=[C:4]2[CH:9]=[CH:8][CH:7]=[CH:6][C:5]=12.[CH3:20][CH:21]([CH2:25][C:26]([CH3:29])([CH3:28])[CH3:27])[CH2:22][CH2:23][OH:24].[H-].[Na+]. (2) Given the product [NH2:26][C:22]1[C:23]([Cl:25])=[CH:24][C:19]([C:18]([NH:17][CH2:16][C@H:12]2[CH2:11][N:10]([CH2:9][CH2:8][CH2:7][CH2:6][CH2:5][C:4]([OH:31])=[O:3])[CH2:15][CH2:14][O:13]2)=[O:30])=[C:20]([O:27][CH2:28][CH3:29])[CH:21]=1, predict the reactants needed to synthesize it. The reactants are: C([O:3][C:4](=[O:31])[CH2:5][CH2:6][CH2:7][CH2:8][CH2:9][N:10]1[CH2:15][CH2:14][O:13][C@@H:12]([CH2:16][NH:17][C:18](=[O:30])[C:19]2[CH:24]=[C:23]([Cl:25])[C:22]([NH2:26])=[CH:21][C:20]=2[O:27][CH2:28][CH3:29])[CH2:11]1)C.[OH-].[Na+].C(O)(=O)C. (3) The reactants are: C([NH+](CC)CC)C.[N:8]([C@@H:11]1[C@@H:15]([CH2:16][P:17]([OH:20])(=[O:19])[OH:18])[O:14][C@@H:13]([N:21]2[CH:29]=[C:27]([CH3:28])[C:25](=[O:26])[NH:24][C:22]2=[O:23])[CH2:12]1)=[N+:9]=[N-:10].C(N1C=CN=C1)(N1C=CN=C1)=O.C([NH+](CCCC)CCCC)CCC.C([NH+](CCCC)CCCC)CCC.[F:68][C:69]([F:78])([P:74](=O)([O-:76])[O-:75])[P:70](=[O:73])([OH:72])[OH:71]. Given the product [CH3:28][C:27]1[C:25](=[O:26])[NH:24][C:22](=[O:23])[N:21]([C@@H:13]2[O:14][C@H:15]([CH2:16][P:17]([O:18][P:74]([OH:76])([C:69]([P:70]([OH:73])([OH:72])=[O:71])([F:78])[F:68])=[O:75])([OH:20])=[O:19])[C@@H:11]([N:8]=[N+:9]=[N-:10])[CH2:12]2)[CH:29]=1, predict the reactants needed to synthesize it. (4) Given the product [NH:30]1[CH:29]=[CH:28][N:27]=[C:26]1[NH:25][C:24]([C:4]1[C:5]2[N:9]=[C:8]([NH:10][C:11]([C:13]3[N:14]=[CH:15][C:16]4[C:21]([CH:22]=3)=[CH:20][CH:19]=[CH:18][CH:17]=4)=[O:12])[NH:7][C:6]=2[CH:23]=[C:2]([NH:1][C:32](=[O:36])[CH:33]([CH3:35])[CH3:34])[CH:3]=1)=[O:31], predict the reactants needed to synthesize it. The reactants are: [NH2:1][C:2]1[CH:3]=[C:4]([C:24](=[O:31])[NH:25][C:26]2[NH:27][CH:28]=[CH:29][N:30]=2)[C:5]2[N:9]=[C:8]([NH:10][C:11]([C:13]3[N:14]=[CH:15][C:16]4[C:21]([CH:22]=3)=[CH:20][CH:19]=[CH:18][CH:17]=4)=[O:12])[NH:7][C:6]=2[CH:23]=1.[C:32](Cl)(=[O:36])[CH:33]([CH3:35])[CH3:34].